From a dataset of Full USPTO retrosynthesis dataset with 1.9M reactions from patents (1976-2016). Predict the reactants needed to synthesize the given product. (1) Given the product [Cl:7][C:8]1[CH:9]=[CH:10][C:11]([C@@H:14]([CH:19]2[CH2:21][CH2:20]2)[C:15]([OH:17])=[O:16])=[CH:12][CH:13]=1, predict the reactants needed to synthesize it. The reactants are: CC(C)=O.[OH-].[Na+].[Cl:7][C:8]1[CH:13]=[CH:12][C:11]([CH:14]([CH:19]2[CH2:21][CH2:20]2)[C:15]([O:17]C)=[O:16])=[CH:10][CH:9]=1. (2) Given the product [Cl:5][C:6]1[CH:42]=[CH:41][C:40]([N:43]2[CH:47]=[CH:46][CH:45]=[N:44]2)=[CH:39][C:7]=1[C:8]([NH:10][C:11](=[O:38])[NH:12][C:13]1[S:14][C:15]2[CH:21]=[C:20]([S:22]([CH:25]3[CH2:30][CH2:29][N:28]([CH3:31])[CH2:27][CH2:26]3)(=[O:24])=[O:23])[CH:19]=[CH:18][C:16]=2[N:17]=1)=[O:9], predict the reactants needed to synthesize it. The reactants are: C(Cl)(=O)C.[Cl:5][C:6]1[CH:42]=[CH:41][C:40]([N:43]2[CH:47]=[CH:46][CH:45]=[N:44]2)=[CH:39][C:7]=1[C:8]([NH:10][C:11](=[O:38])[NH:12][C:13]1[S:14][C:15]2[CH:21]=[C:20]([S:22]([CH:25]3[CH2:30][CH2:29][N:28]([C:31](OCCCC)=O)[CH2:27][CH2:26]3)(=[O:24])=[O:23])[CH:19]=[CH:18][C:16]=2[N:17]=1)=[O:9].C=O.C([BH3-])#N.[Na+]. (3) Given the product [N:1]1[CH:6]=[CH:5][C:4]([C:7]([NH:12][NH2:13])=[O:9])=[CH:3][N:2]=1, predict the reactants needed to synthesize it. The reactants are: [N:1]1[CH:6]=[CH:5][C:4]([C:7]([O:9]C)=O)=[CH:3][N:2]=1.O.[NH2:12][NH2:13]. (4) Given the product [Cl:25][C:23]1[CH:24]=[C:2]([C:32]2[C:28]([CH3:27])=[N:29][O:30][C:31]=2[CH3:36])[CH:3]=[C:4]([Cl:26])[C:5]=1[C:6]([C:8]1[C:16]2[C:11](=[C:12]([NH:17][C:18]([CH:20]3[CH2:22][CH2:21]3)=[O:19])[N:13]=[CH:14][CH:15]=2)[NH:10][CH:9]=1)=[O:7], predict the reactants needed to synthesize it. The reactants are: Br[C:2]1[CH:24]=[C:23]([Cl:25])[C:5]([C:6]([C:8]2[C:16]3[C:11](=[C:12]([NH:17][C:18]([CH:20]4[CH2:22][CH2:21]4)=[O:19])[N:13]=[CH:14][CH:15]=3)[NH:10][CH:9]=2)=[O:7])=[C:4]([Cl:26])[CH:3]=1.[CH3:27][C:28]1[C:32](B(O)O)=[C:31]([CH3:36])[O:30][N:29]=1.O1CCOCC1.C(=O)([O-])[O-].[K+].[K+]. (5) Given the product [CH:1]([N:14]1[CH2:17][CH:16]([CH2:18][O:19][C:20]2[C:28]([CH:29]3[CH2:30][CH2:31]3)=[CH:27][C:23]([C:24]([NH:38][S:35]([CH2:33][CH3:34])(=[O:37])=[O:36])=[O:26])=[C:22]([F:32])[CH:21]=2)[CH2:15]1)([C:2]1[CH:7]=[CH:6][CH:5]=[CH:4][CH:3]=1)[C:8]1[CH:9]=[CH:10][CH:11]=[CH:12][CH:13]=1, predict the reactants needed to synthesize it. The reactants are: [CH:1]([N:14]1[CH2:17][CH:16]([CH2:18][O:19][C:20]2[C:28]([CH:29]3[CH2:31][CH2:30]3)=[CH:27][C:23]([C:24]([OH:26])=O)=[C:22]([F:32])[CH:21]=2)[CH2:15]1)([C:8]1[CH:13]=[CH:12][CH:11]=[CH:10][CH:9]=1)[C:2]1[CH:7]=[CH:6][CH:5]=[CH:4][CH:3]=1.[CH2:33]([S:35]([NH2:38])(=[O:37])=[O:36])[CH3:34].CN(C(ON1N=NC2C=CC=CC1=2)=[N+](C)C)C.F[P-](F)(F)(F)(F)F.CCN(C(C)C)C(C)C. (6) Given the product [CH3:20][C@H:19]([NH:18][C@H:9]([C:7]([OH:8])=[O:6])[CH2:10][CH2:11][C:12]1[CH:13]=[CH:14][CH:15]=[CH:16][CH:17]=1)[C:21]([N:23]1[C@H:31]([C:32]([OH:34])=[O:33])[CH2:30][C@@H:29]2[C@@H:24]1[CH2:25][CH2:26][CH2:27][CH2:28]2)=[O:22], predict the reactants needed to synthesize it. The reactants are: [OH-].[Na+].O.CC[O:6][C:7]([C@@H:9]([NH:18][C@H:19]([C:21]([N:23]1[C@H:31]([C:32]([OH:34])=[O:33])[CH2:30][C@@H:29]2[C@@H:24]1[CH2:25][CH2:26][CH2:27][CH2:28]2)=[O:22])[CH3:20])[CH2:10][CH2:11][C:12]1[CH:13]=[CH:14][CH:15]=[CH:16][CH:17]=1)=[O:8].Cl. (7) The reactants are: FC(F)(F)S(OS(C(F)(F)F)(=O)=O)(=O)=O.C1(P(=O)(C2C=CC=CC=2)C2C=CC=CC=2)C=CC=CC=1.[C:36]([NH:39][NH:40][C:41]([C@@H:43]1[O:61][CH2:60][C@:46]2([C:62]3[CH:67]=[CH:66][C:65]([F:68])=[CH:64][C:63]=3[F:69])[N:47]=[C:48]([NH:51][C:52](=[O:59])[C:53]3[CH:58]=[CH:57][CH:56]=[CH:55][CH:54]=3)[S:49][CH2:50][C@@H:45]2[CH2:44]1)=O)(=[O:38])[CH3:37]. Given the product [F:69][C:63]1[CH:64]=[C:65]([F:68])[CH:66]=[CH:67][C:62]=1[C@:46]12[CH2:60][O:61][C@@H:43]([C:41]3[O:38][C:36]([CH3:37])=[N:39][N:40]=3)[CH2:44][C@H:45]1[CH2:50][S:49][C:48]([NH:51][C:52](=[O:59])[C:53]1[CH:58]=[CH:57][CH:56]=[CH:55][CH:54]=1)=[N:47]2, predict the reactants needed to synthesize it. (8) The reactants are: N1C=CC=CC=1.[F:7][C:8]([F:21])([F:20])[S:9]([O:12]S(C(F)(F)F)(=O)=O)(=[O:11])=[O:10].O[C:23]1[CH:24]=[C:25]2[C:29](=[CH:30][CH:31]=1)[CH:28]([CH2:32][C:33]([O:35][CH3:36])=[O:34])[CH2:27][CH2:26]2. Given the product [F:7][C:8]([F:21])([F:20])[S:9]([O:12][C:23]1[CH:24]=[C:25]2[C:29](=[CH:30][CH:31]=1)[CH:28]([CH2:32][C:33]([O:35][CH3:36])=[O:34])[CH2:27][CH2:26]2)(=[O:11])=[O:10], predict the reactants needed to synthesize it. (9) Given the product [ClH:48].[CH2:1]([O:3][C:4]([N:6]1[C:15]2[C:10](=[N:11][C:12]([O:16][CH3:17])=[CH:13][CH:14]=2)[C@@H:9]([NH:18][C:19]2[N:24]=[C:23]([CH2:25][C:26]3[CH:27]=[C:28]([C:36]([F:38])([F:37])[F:39])[CH:29]=[C:30]([C:32]([F:35])([F:33])[F:34])[CH:31]=3)[C:22]([N:40]3[CH2:45][CH2:44][O:43][CH2:42][CH2:41]3)=[CH:21][N:20]=2)[CH2:8][C@H:7]1[CH2:46][CH3:47])=[O:5])[CH3:2], predict the reactants needed to synthesize it. The reactants are: [CH2:1]([O:3][C:4]([N:6]1[C:15]2[C:10](=[N:11][C:12]([O:16][CH3:17])=[CH:13][CH:14]=2)[C@@H:9]([NH:18][C:19]2[N:24]=[C:23]([CH2:25][C:26]3[CH:31]=[C:30]([C:32]([F:35])([F:34])[F:33])[CH:29]=[C:28]([C:36]([F:39])([F:38])[F:37])[CH:27]=3)[C:22]([N:40]3[CH2:45][CH2:44][O:43][CH2:42][CH2:41]3)=[CH:21][N:20]=2)[CH2:8][C@H:7]1[CH2:46][CH3:47])=[O:5])[CH3:2].[ClH:48].C(OCC)(=O)C. (10) Given the product [ClH:30].[ClH:30].[Br:1][C:2]1[CH:3]=[CH:4][C:5]([CH2:8][NH:9][CH:10]2[CH2:15][CH2:14][N:13]([CH2:16][CH2:17][N:18]3[C:27]4[C:22](=[N:23][CH:24]=[C:25]([F:28])[CH:26]=4)[CH:21]=[CH:20][C:19]3=[O:29])[CH2:12][CH2:11]2)=[N:6][CH:7]=1, predict the reactants needed to synthesize it. The reactants are: [Br:1][C:2]1[CH:3]=[CH:4][C:5]([CH2:8][NH:9][CH:10]2[CH2:15][CH2:14][N:13]([CH2:16][CH2:17][N:18]3[C:27]4[C:22](=[N:23][CH:24]=[C:25]([F:28])[CH:26]=4)[CH:21]=[CH:20][C:19]3=[O:29])[CH2:12][CH2:11]2)=[N:6][CH:7]=1.[ClH:30].